This data is from Reaction yield outcomes from USPTO patents with 853,638 reactions. The task is: Predict the reaction yield, written as a fraction of the theoretical maximum amount of product (1.0 means a 100% yield; for example, 0.34 means a 34% yield). (1) The reactants are Cl[C:2]1[CH:7]=[C:6]([NH:8][C:9]2[CH:19]=[CH:18][CH:17]=[CH:16][C:10]=2[C:11]([NH:13][O:14][CH3:15])=[O:12])[C:5]([Cl:20])=[CH:4][N:3]=1.[CH3:21][N:22]1[C:26]([CH3:27])=[C:25]([NH2:28])[CH:24]=[N:23]1.C(=O)([O-])[O-].[Cs+].[Cs+].C1C=CC(P(C2C(C3C(P(C4C=CC=CC=4)C4C=CC=CC=4)=CC=C4C=3C=CC=C4)=C3C(C=CC=C3)=CC=2)C2C=CC=CC=2)=CC=1. The catalyst is C([O-])(=O)C.[Pd+2].C([O-])(=O)C.O1CCOCC1.C1COCC1. The product is [Cl:20][C:5]1[C:6]([NH:8][C:9]2[CH:19]=[CH:18][CH:17]=[CH:16][C:10]=2[C:11]([NH:13][O:14][CH3:15])=[O:12])=[CH:7][C:2]([NH:28][C:25]2[CH:24]=[N:23][N:22]([CH3:21])[C:26]=2[CH3:27])=[N:3][CH:4]=1. The yield is 0.0730. (2) The reactants are C([O:9][C@H:10]1[C:24](=[O:25])[N:23]([CH2:26][C:27]([F:30])([F:29])[F:28])[CH2:22][C:13]2[C:14]3[CH:15]=[N:16][NH:17][C:18]=3[C:19]([Cl:21])=[CH:20][C:12]=2[CH2:11]1)(=O)C1C=CC=CC=1.C1COCC1.[OH-].[Li+].O. No catalyst specified. The product is [Cl:21][C:19]1[C:18]2[NH:17][N:16]=[CH:15][C:14]=2[C:13]2[CH2:22][N:23]([CH2:26][C:27]([F:28])([F:30])[F:29])[C:24](=[O:25])[C@H:10]([OH:9])[CH2:11][C:12]=2[CH:20]=1. The yield is 0.530. (3) The reactants are Cl[C:2]1[CH:9]=[C:8]([O:10][CH2:11][CH3:12])[C:5]([C:6]#[N:7])=[CH:4][N:3]=1.[Br:13][C:14]1[CH:21]=[CH:20][C:19]([OH:22])=[CH:18][C:15]=1[CH:16]=[O:17].C([O-])([O-])=O.[K+].[K+]. The catalyst is CN(C)C=O.O. The product is [Br:13][C:14]1[CH:21]=[CH:20][C:19]([O:22][C:2]2[CH:9]=[C:8]([O:10][CH2:11][CH3:12])[C:5]([C:6]#[N:7])=[CH:4][N:3]=2)=[CH:18][C:15]=1[CH:16]=[O:17]. The yield is 0.730. (4) The reactants are [CH3:1][C:2]1([CH3:12])[O:7][CH2:6][C:5]([CH3:11])([C:8]([OH:10])=O)[CH2:4][O:3]1.CN(C(ON1N=NC2C=CC=NC1=2)=[N+](C)C)C.F[P-](F)(F)(F)(F)F.CCN(C(C)C)C(C)C.[NH2:46][C:47]1[CH:52]=[CH:51][CH:50]=[C:49]([C:53]2[CH:58]=[CH:57][CH:56]=[CH:55][CH:54]=2)[C:48]=1[C:59]([NH2:61])=[O:60]. The catalyst is C(Cl)Cl. The product is [C:59]([C:48]1[C:47]([NH:46][C:8]([C:5]2([CH3:11])[CH2:4][O:3][C:2]([CH3:1])([CH3:12])[O:7][CH2:6]2)=[O:10])=[CH:52][CH:51]=[CH:50][C:49]=1[C:53]1[CH:58]=[CH:57][CH:56]=[CH:55][CH:54]=1)(=[O:60])[NH2:61]. The yield is 0.240.